This data is from Forward reaction prediction with 1.9M reactions from USPTO patents (1976-2016). The task is: Predict the product of the given reaction. (1) The product is: [F:18][C:17]1[CH:16]=[CH:15][CH:14]=[C:13]([F:19])[C:12]=1[C:11]1[C:10](=[O:20])[CH:9]=[CH:8][N:6]2[C:5]=1[CH:4]=[CH:3][C:2]([NH:1][C:31](=[O:32])[C:30]1[CH:34]=[CH:35][C:36]([F:38])=[CH:37][C:29]=1[F:28])=[N:7]2. Given the reactants [NH2:1][C:2]1[CH:3]=[CH:4][C:5]2[N:6]([CH:8]=[CH:9][C:10](=[O:20])[C:11]=2[C:12]2[C:17]([F:18])=[CH:16][CH:15]=[CH:14][C:13]=2[F:19])[N:7]=1.C(N(CC)CC)C.[F:28][C:29]1[CH:37]=[C:36]([F:38])[CH:35]=[CH:34][C:30]=1[C:31](Cl)=[O:32], predict the reaction product. (2) Given the reactants [Br:1][C:2]1[CH:10]=[CH:9][C:5]([C:6]([OH:8])=O)=[CH:4][CH:3]=1.S(Cl)(Cl)=O.[CH3:15][N:16]1[CH2:21][CH2:20][NH:19][CH2:18][CH2:17]1.C(Cl)Cl.C([O-])([O-])=O.[K+].[K+], predict the reaction product. The product is: [Br:1][C:2]1[CH:3]=[CH:4][C:5]([C:6]([N:19]2[CH2:20][CH2:21][N:16]([CH3:15])[CH2:17][CH2:18]2)=[O:8])=[CH:9][CH:10]=1. (3) Given the reactants [C:1]([O:5][C:6]([N:8]1[CH2:12][C@H:11]([O:13][CH2:14][C:15]2[CH:20]=[CH:19][CH:18]=[CH:17][CH:16]=2)[CH2:10][C@H:9]1[C:21](O)=[O:22])=[O:7])([CH3:4])([CH3:3])[CH3:2], predict the reaction product. The product is: [C:1]([O:5][C:6]([N:8]1[CH2:12][C@H:11]([O:13][CH2:14][C:15]2[CH:16]=[CH:17][CH:18]=[CH:19][CH:20]=2)[CH2:10][C@H:9]1[CH2:21][OH:22])=[O:7])([CH3:4])([CH3:3])[CH3:2].